This data is from Forward reaction prediction with 1.9M reactions from USPTO patents (1976-2016). The task is: Predict the product of the given reaction. (1) Given the reactants C(OC([N:8]1[C:12]([C:13]2[C:14](=[O:26])[N:15]([C:20]3[CH:25]=[CH:24][CH:23]=[CH:22][CH:21]=3)[N:16]([CH3:19])[C:17]=2[CH3:18])=[CH:11][C:10]([CH3:27])=[N:9]1)=O)(C)(C)C.C(OC(N1C(C)=CC(C2C(=O)N(C3C=CC=CC=3)N(C)C=2C)=N1)=O)(C)(C)C.FC(F)(F)C(O)=O, predict the reaction product. The product is: [CH3:27][C:10]1[CH:11]=[C:12]([C:13]2[C:14](=[O:26])[N:15]([C:20]3[CH:21]=[CH:22][CH:23]=[CH:24][CH:25]=3)[N:16]([CH3:19])[C:17]=2[CH3:18])[NH:8][N:9]=1. (2) Given the reactants C[O:2][C:3](=[O:34])[C@@H:4]([NH:12][C:13]([C:15]1[C:16]([CH3:33])=[N:17][C:18]([NH:22][CH2:23][CH2:24][CH2:25][C:26]2[CH:31]=[CH:30][CH:29]=[C:28]([OH:32])[CH:27]=2)=[N:19][C:20]=1[CH3:21])=[O:14])[CH2:5][NH:6][C:7]([N:9]([CH3:11])[CH3:10])=[O:8].O.[OH-].[Li+].S([O-])(O)(=O)=O.[K+], predict the reaction product. The product is: [CH3:11][N:9]([CH3:10])[C:7](=[O:8])[NH:6][CH2:5][C@H:4]([NH:12][C:13]([C:15]1[C:16]([CH3:33])=[N:17][C:18]([NH:22][CH2:23][CH2:24][CH2:25][C:26]2[CH:31]=[CH:30][CH:29]=[C:28]([OH:32])[CH:27]=2)=[N:19][C:20]=1[CH3:21])=[O:14])[C:3]([OH:34])=[O:2]. (3) Given the reactants CC1(C)C(C)(C)OB([C:9]2[CH:13]=[CH:12][O:11][CH:10]=2)O1.C(=O)([O-])[O-].[Na+].[Na+].[CH2:21]([O:28][C:29]1[CH:56]=[CH:55][C:54](Br)=[CH:53][C:30]=1[C:31]([NH:33][C:34]1[CH:46]=[C:45]([C:47]2[CH:52]=[CH:51][CH:50]=[CH:49][CH:48]=2)[CH:44]=[CH:43][C:35]=1[C:36]([O:38][C:39]([CH3:42])([CH3:41])[CH3:40])=[O:37])=[O:32])[C:22]1[CH:27]=[CH:26][CH:25]=[CH:24][CH:23]=1, predict the reaction product. The product is: [CH2:21]([O:28][C:29]1[CH:56]=[CH:55][C:54]([C:9]2[CH:13]=[CH:12][O:11][CH:10]=2)=[CH:53][C:30]=1[C:31]([NH:33][C:34]1[CH:46]=[C:45]([C:47]2[CH:52]=[CH:51][CH:50]=[CH:49][CH:48]=2)[CH:44]=[CH:43][C:35]=1[C:36]([O:38][C:39]([CH3:42])([CH3:41])[CH3:40])=[O:37])=[O:32])[C:22]1[CH:23]=[CH:24][CH:25]=[CH:26][CH:27]=1. (4) Given the reactants [CH3:1][C:2]1[O:6][N:5]=[C:4]([C:7]2[CH:12]=[CH:11][CH:10]=[CH:9][CH:8]=2)[C:3]=1[CH2:13][OH:14].[CH3:15][O:16][C:17]([C:19]1[O:23][NH:22][C:21](=O)[CH:20]=1)=[O:18], predict the reaction product. The product is: [CH3:15][O:16][C:17]([C:19]1[O:23][N:22]=[C:21]([O:14][CH2:13][C:3]2[C:4]([C:7]3[CH:12]=[CH:11][CH:10]=[CH:9][CH:8]=3)=[N:5][O:6][C:2]=2[CH3:1])[CH:20]=1)=[O:18]. (5) Given the reactants C(=O)([O-])[O-].[Ca+2].[Cl:6][C:7]1[CH:8]=[C:9]([CH:11]=[C:12]([C:28]([F:31])([F:30])[F:29])[C:13]=1[C:14]1[CH:27]=[CH:26][C:17]2[O:18][CH2:19][CH2:20][N:21]([S:22]([CH3:25])(=[O:24])=[O:23])[C:16]=2[CH:15]=1)[NH2:10].[C:32](Cl)(Cl)=[S:33].Cl, predict the reaction product. The product is: [Cl:6][C:7]1[CH:8]=[C:9]([N:10]=[C:32]=[S:33])[CH:11]=[C:12]([C:28]([F:29])([F:30])[F:31])[C:13]=1[C:14]1[CH:27]=[CH:26][C:17]2[O:18][CH2:19][CH2:20][N:21]([S:22]([CH3:25])(=[O:23])=[O:24])[C:16]=2[CH:15]=1. (6) Given the reactants Cl[C:2]1[CH:17]=[CH:16][C:5]([C:6]([NH:8][C:9]2[CH:14]=[CH:13][C:12]([Cl:15])=[CH:11][N:10]=2)=[O:7])=[CH:4][C:3]=1[N+:18]([O-:20])=[O:19].[C:21]([NH:28][C:29]1[CH:34]=[CH:33][C:32]([OH:35])=[CH:31][CH:30]=1)([O:23][C:24]([CH3:27])([CH3:26])[CH3:25])=[O:22].C(=O)([O-])[O-].[K+].[K+], predict the reaction product. The product is: [C:24]([O:23][C:21](=[O:22])[NH:28][C:29]1[CH:30]=[CH:31][C:32]([O:35][C:2]2[CH:17]=[CH:16][C:5]([C:6](=[O:7])[NH:8][C:9]3[CH:14]=[CH:13][C:12]([Cl:15])=[CH:11][N:10]=3)=[CH:4][C:3]=2[N+:18]([O-:20])=[O:19])=[CH:33][CH:34]=1)([CH3:27])([CH3:25])[CH3:26]. (7) Given the reactants [NH:1]1[CH2:8][CH2:7][CH2:6][C@H:2]1[C:3]([OH:5])=[O:4].[C:9](O)(=[O:11])[CH3:10], predict the reaction product. The product is: [C:9]([N:1]1[CH2:8][CH2:7][CH2:6][C@H:2]1[C:3]([OH:5])=[O:4])(=[O:11])[CH3:10].